Dataset: Reaction yield outcomes from USPTO patents with 853,638 reactions. Task: Predict the reaction yield, written as a fraction of the theoretical maximum amount of product (1.0 means a 100% yield; for example, 0.34 means a 34% yield). (1) The reactants are [CH3:1][O:2][C:3]1[CH:4]=[C:5]([C:11]2[C:22](=[O:23])[NH:21][C:14]3[N:15]=[C:16]([S:19][CH3:20])[N:17]=[CH:18][C:13]=3[CH:12]=2)[CH:6]=[C:7]([O:9][CH3:10])[CH:8]=1.C([O-])([O-])=O.[K+].[K+].CS(O[CH2:35][CH2:36][C:37]1[CH:42]=[CH:41][N:40]=[C:39]([NH:43][C:44]([O:46][C:47]([CH3:50])([CH3:49])[CH3:48])=[O:45])[CH:38]=1)(=O)=O.O. The catalyst is CN(C=O)C. The product is [C:47]([O:46][C:44](=[O:45])[NH:43][C:39]1[CH:38]=[C:37]([CH2:36][CH2:35][N:21]2[C:14]3[N:15]=[C:16]([S:19][CH3:20])[N:17]=[CH:18][C:13]=3[CH:12]=[C:11]([C:5]3[CH:6]=[C:7]([O:9][CH3:10])[CH:8]=[C:3]([O:2][CH3:1])[CH:4]=3)[C:22]2=[O:23])[CH:42]=[CH:41][N:40]=1)([CH3:50])([CH3:49])[CH3:48]. The yield is 0.840. (2) The reactants are C(OC([N:8]1[CH2:13][CH2:12][CH:11]([NH:14][C:15]2[S:16][C:17]([C:21](=[O:29])[C:22]3[CH:27]=[CH:26][CH:25]=[C:24]([F:28])[CH:23]=3)=[C:18]([NH2:20])[N:19]=2)[CH2:10][CH2:9]1)=O)(C)(C)C. The catalyst is FC(F)(F)C(O)=O.C(Cl)Cl. The product is [NH2:20][C:18]1[N:19]=[C:15]([NH:14][CH:11]2[CH2:12][CH2:13][NH:8][CH2:9][CH2:10]2)[S:16][C:17]=1[C:21]([C:22]1[CH:27]=[CH:26][CH:25]=[C:24]([F:28])[CH:23]=1)=[O:29]. The yield is 0.720. (3) The reactants are [Cl:1][C:2]1[N:7]=[C:6]([Cl:8])[N:5]=[C:4]2[NH:9][N:10]=[C:11]([CH3:12])[C:3]=12.[O:13]1[CH:18]=[CH:17][CH2:16][CH2:15][CH2:14]1.C([O-])(O)=O.[Na+]. The catalyst is C(OCC)(=O)C.CC1C=CC(S(O)(=O)=O)=CC=1. The product is [Cl:1][C:2]1[N:7]=[C:6]([Cl:8])[N:5]=[C:4]2[N:9]([CH:14]3[CH2:15][CH2:16][CH2:17][CH2:18][O:13]3)[N:10]=[C:11]([CH3:12])[C:3]=12. The yield is 0.920. (4) The reactants are [N+:1]([C:4]1[CH:12]=[CH:11][C:10]([N:13]2[CH2:18][CH2:17][CH2:16][CH2:15][CH2:14]2)=[CH:9][C:5]=1[C:6]([OH:8])=O)([O-:3])=[O:2].[C:19]1([C:25]2[N:30]=[CH:29][C:28]([NH2:31])=[CH:27][N:26]=2)[CH:24]=[CH:23][CH:22]=[CH:21][CH:20]=1.Cl.CN(C)CCCN=C=NCC. The product is [N+:1]([C:4]1[CH:12]=[CH:11][C:10]([N:13]2[CH2:18][CH2:17][CH2:16][CH2:15][CH2:14]2)=[CH:9][C:5]=1[C:6]([NH:31][C:28]1[CH:29]=[N:30][C:25]([C:19]2[CH:24]=[CH:23][CH:22]=[CH:21][CH:20]=2)=[N:26][CH:27]=1)=[O:8])([O-:3])=[O:2]. The yield is 0.110. The catalyst is ClCCl.CN(C)C1C=CN=CC=1.O. (5) The reactants are [Cl:1][C:2]1[C:7](=[O:8])[CH:6]=[CH:5][NH:4][C:3]=1[N:9]=[C:10]([C:17]1[CH:22]=[CH:21][CH:20]=[CH:19][CH:18]=1)[C:11]1[CH:16]=[CH:15][CH:14]=[CH:13][CH:12]=1.C(=O)([O-])[O-].[Cs+].[Cs+].[F:29][C:30]1[C:31](F)=[C:32]([N+:36]([O-:38])=[O:37])[CH:33]=[CH:34][CH:35]=1. The catalyst is CN(C=O)C. The product is [Cl:1][C:2]1[C:3]([N:9]=[C:10]([C:11]2[CH:16]=[CH:15][CH:14]=[CH:13][CH:12]=2)[C:17]2[CH:22]=[CH:21][CH:20]=[CH:19][CH:18]=2)=[N:4][CH:5]=[CH:6][C:7]=1[O:8][C:35]1[CH:34]=[CH:33][C:32]([N+:36]([O-:38])=[O:37])=[CH:31][C:30]=1[F:29]. The yield is 0.670. (6) The yield is 0.500. The catalyst is C(Cl)Cl. The reactants are [C:1]([C:5]1[O:9][N:8]=[C:7]([C:10]2[CH:15]=[C:14]([O:16]CC3CC3)[C:13]([S:21]([CH3:24])(=[O:23])=[O:22])=[CH:12][N:11]=2)[N:6]=1)([CH3:4])([CH3:3])[CH3:2].B(Br)(Br)Br. The product is [C:1]([C:5]1[O:9][N:8]=[C:7]([C:10]2[CH:15]=[C:14]([OH:16])[C:13]([S:21]([CH3:24])(=[O:22])=[O:23])=[CH:12][N:11]=2)[N:6]=1)([CH3:4])([CH3:2])[CH3:3]. (7) The reactants are [Cl:1][C:2]1[CH:3]=[C:4]([SH:9])[CH:5]=[CH:6][C:7]=1[Cl:8].Br[CH2:11][CH2:12][CH2:13][N:14]1[C:22](=[O:23])[C:21]2[C:16](=[CH:17][CH:18]=[CH:19][CH:20]=2)[C:15]1=[O:24].C([O-])([O-])=O.[Cs+].[Cs+].O. The catalyst is CN(C=O)C. The product is [Cl:1][C:2]1[CH:3]=[C:4]([S:9][CH2:11][CH2:12][CH2:13][N:14]2[C:22](=[O:23])[C:21]3[C:16](=[CH:17][CH:18]=[CH:19][CH:20]=3)[C:15]2=[O:24])[CH:5]=[CH:6][C:7]=1[Cl:8]. The yield is 0.740. (8) The reactants are [Cl:1][C:2]1[C:10]([C:11]2[CH:12]=[CH:13][C:14]([NH2:17])=[N:15][CH:16]=2)=[CH:9][C:5]2[O:6][CH2:7][CH2:8][C:4]=2[CH:3]=1.[F:18][C:19]1[CH:27]=[CH:26][CH:25]=[CH:24][C:20]=1[C:21](Cl)=[O:22].CCN(C(C)C)C(C)C.C([O-])(O)=O.[Na+].C(Cl)Cl. The catalyst is C(Cl)Cl. The product is [Cl:1][C:2]1[C:10]([C:11]2[CH:12]=[CH:13][C:14]([NH:17][C:21]([C:20]3[CH:24]=[CH:25][CH:26]=[CH:27][C:19]=3[F:18])=[O:22])=[N:15][CH:16]=2)=[CH:9][C:5]2[O:6][CH2:7][CH2:8][C:4]=2[CH:3]=1. The yield is 0.664. (9) The catalyst is S(=O)(=O)(O)O.C(#N)C. The yield is 0.190. The product is [CH2:18]1[CH2:19][N:11]([CH2:10][CH2:9][P:4]([OH:5])([OH:8])=[O:3])[C:12]2=[C:13]([OH:21])[C:14](=[O:20])[C:15]2=[N:16][CH2:17]1. The reactants are C([O:3][P:4]([CH2:9][CH2:10][N:11]1[CH2:19][CH2:18][CH2:17][NH:16][C:15]2[C:14](=[O:20])[C:13](=[O:21])[C:12]1=2)(=[O:8])[O:5]CC)C.O.[OH-].[Na+].Cl. (10) The reactants are [Br:1][C:2]1[CH:3]=[C:4]2[C:8](=[CH:9][CH:10]=1)[NH:7][C:6]([C:11]([OH:13])=O)=[CH:5]2.CCN=C=NCCCN(C)C.Cl.[CH2:26]([O:28][C:29](=[O:33])[CH2:30][CH2:31][NH2:32])[CH3:27].O. The catalyst is CN(C1C=CN=CC=1)C.C(Cl)Cl. The product is [CH2:26]([O:28][C:29](=[O:33])[CH2:30][CH2:31][NH:32][C:11]([C:6]1[NH:7][C:8]2[C:4]([CH:5]=1)=[CH:3][C:2]([Br:1])=[CH:10][CH:9]=2)=[O:13])[CH3:27]. The yield is 0.820.